From a dataset of Forward reaction prediction with 1.9M reactions from USPTO patents (1976-2016). Predict the product of the given reaction. (1) Given the reactants [H-].[Na+].[NH2:3][C:4]1[CH:9]=[CH:8][CH:7]=[CH:6][N:5]=1.F[C:11]1[CH:16]=[C:15]([F:17])[CH:14]=[CH:13][C:12]=1[N+:18]([O-:20])=[O:19], predict the reaction product. The product is: [F:17][C:15]1[CH:14]=[CH:13][C:12]([N+:18]([O-:20])=[O:19])=[C:11]([NH:3][C:4]2[CH:9]=[CH:8][CH:7]=[CH:6][N:5]=2)[CH:16]=1. (2) The product is: [NH2:13][C:14]1[C:15]([F:22])=[CH:16][C:17]([Cl:21])=[C:18]([CH:19]=1)[O:20][C:8]1[CH:7]=[CH:6][C:5]([N+:10]([O-:12])=[O:11])=[CH:4][C:3]=1[C:1]#[N:2]. Given the reactants [C:1]([C:3]1[CH:4]=[C:5]([N+:10]([O-:12])=[O:11])[CH:6]=[CH:7][C:8]=1F)#[N:2].[NH2:13][C:14]1[C:15]([F:22])=[CH:16][C:17]([Cl:21])=[C:18]([OH:20])[CH:19]=1.C(=O)([O-])[O-].[K+].[K+], predict the reaction product. (3) Given the reactants [CH:1]([C:4]1[N:5]=[C:6]([N:9]([CH2:15][C:16]2[CH:35]=[CH:34][C:19]([CH2:20][O:21][C:22]3[CH:27]=[CH:26][C:25]([CH2:28][CH2:29][C:30]([O:32]C)=[O:31])=[CH:24][CH:23]=3)=[CH:18][CH:17]=2)[CH2:10][CH2:11][CH:12]([CH3:14])[CH3:13])[S:7][CH:8]=1)([CH3:3])[CH3:2].O.Cl, predict the reaction product. The product is: [CH:1]([C:4]1[N:5]=[C:6]([N:9]([CH2:15][C:16]2[CH:17]=[CH:18][C:19]([CH2:20][O:21][C:22]3[CH:23]=[CH:24][C:25]([CH2:28][CH2:29][C:30]([OH:32])=[O:31])=[CH:26][CH:27]=3)=[CH:34][CH:35]=2)[CH2:10][CH2:11][CH:12]([CH3:14])[CH3:13])[S:7][CH:8]=1)([CH3:2])[CH3:3].